Predict the product of the given reaction. From a dataset of Forward reaction prediction with 1.9M reactions from USPTO patents (1976-2016). (1) Given the reactants Cl[C:2]1[CH:3]=[CH:4][C:5]2[N:6]([C:8]([C:17]3[CH:22]=[CH:21][N:20]=[CH:19][CH:18]=3)=[C:9]([C:11]3[CH:16]=[CH:15][CH:14]=[CH:13][CH:12]=3)[N:10]=2)[N:7]=1.[N:23]1([CH:28]2[CH2:33][CH2:32][NH:31][CH2:30][CH2:29]2)[CH2:27][CH2:26][CH2:25][CH2:24]1, predict the reaction product. The product is: [C:11]1([C:9]2[N:10]=[C:5]3[CH:4]=[CH:3][C:2]([N:31]4[CH2:32][CH2:33][CH:28]([N:23]5[CH2:27][CH2:26][CH2:25][CH2:24]5)[CH2:29][CH2:30]4)=[N:7][N:6]3[C:8]=2[C:17]2[CH:22]=[CH:21][N:20]=[CH:19][CH:18]=2)[CH:16]=[CH:15][CH:14]=[CH:13][CH:12]=1. (2) Given the reactants [Br:1][C:2]1[CH:7]=[CH:6][C:5]([C:8](=[N:22][O:23][CH2:24][CH3:25])[CH:9]2[CH2:14][CH2:13][N:12]([C:15]3([CH3:21])[CH2:20][CH2:19][NH:18][CH2:17][CH2:16]3)[CH2:11][CH2:10]2)=[CH:4][CH:3]=1.[N:26]1[C:35]2[C:30](=[CH:31][N:32]=[CH:33][CH:34]=2)[CH:29]=[CH:28][C:27]=1[C:36](O)=[O:37].CCN(CC)CC.CN(C(ON1N=NC2C=CC=NC1=2)=[N+](C)C)C.F[P-](F)(F)(F)(F)F, predict the reaction product. The product is: [Br:1][C:2]1[CH:7]=[CH:6][C:5]([C:8](=[N:22][O:23][CH2:24][CH3:25])[CH:9]2[CH2:10][CH2:11][N:12]([C:15]3([CH3:21])[CH2:20][CH2:19][N:18]([C:36]([C:27]4[CH:28]=[CH:29][C:30]5[C:35](=[CH:34][CH:33]=[N:32][CH:31]=5)[N:26]=4)=[O:37])[CH2:17][CH2:16]3)[CH2:13][CH2:14]2)=[CH:4][CH:3]=1. (3) Given the reactants [C:1]([CH:4](OS(C1C=CC(C)=CC=1)(=O)=O)[C:5]1[CH:10]=[CH:9][CH:8]=[CH:7][CH:6]=1)(=[O:3])[NH2:2].[CH3:22][O:23][C:24]1[CH:25]=[C:26]2[C:31](=[CH:32][C:33]=1[O:34][CH3:35])[C@H:30]([CH2:36][CH2:37][C:38]1[CH:43]=[C:42]([F:44])[C:41]([F:45])=[CH:40][C:39]=1[F:46])[NH:29][CH2:28][CH2:27]2, predict the reaction product. The product is: [CH3:22][O:23][C:24]1[CH:25]=[C:26]2[C:31](=[CH:32][C:33]=1[O:34][CH3:35])[C@H:30]([CH2:36][CH2:37][C:38]1[CH:43]=[C:42]([F:44])[C:41]([F:45])=[CH:40][C:39]=1[F:46])[N:29]([C@H:4]([C:5]1[CH:6]=[CH:7][CH:8]=[CH:9][CH:10]=1)[C:1]([NH2:2])=[O:3])[CH2:28][CH2:27]2. (4) Given the reactants [NH2:1][CH2:2][C:3]1[CH:8]=[CH:7][CH:6]=[CH:5][N:4]=1.C(=O)([O-])[O-].[K+].[K+].[Cl:15][CH2:16][C:17](Cl)=[O:18], predict the reaction product. The product is: [Cl:15][CH2:16][C:17]([NH:1][CH2:2][C:3]1[CH:8]=[CH:7][CH:6]=[CH:5][N:4]=1)=[O:18]. (5) The product is: [F:30][C:31]1[CH:38]=[C:37]([F:39])[CH:36]=[CH:35][C:32]=1[CH2:33][O:17][C:13]1[CH:14]=[C:15]([CH3:16])[N:10]([C:3]2[CH:4]=[C:5]([CH2:8][OH:9])[CH:6]=[CH:7][C:2]=2[F:1])[C:11](=[O:18])[CH:12]=1. Given the reactants [F:1][C:2]1[CH:7]=[CH:6][C:5]([CH2:8][OH:9])=[CH:4][C:3]=1[N:10]1[C:15]([CH3:16])=[CH:14][C:13]([OH:17])=[CH:12][C:11]1=[O:18].CN(C)C=O.C(=O)([O-])[O-].[K+].[K+].[F:30][C:31]1[CH:38]=[C:37]([F:39])[CH:36]=[CH:35][C:32]=1[CH2:33]Br, predict the reaction product. (6) The product is: [O:18]=[C:4]1[CH:3]([CH2:2][O:1][S:27]([CH3:26])(=[O:29])=[O:28])[CH2:7][CH2:6][N:5]1[C:8]1[CH:13]=[CH:12][CH:11]=[C:10]([C:14]([F:15])([F:16])[F:17])[CH:9]=1. Given the reactants [OH:1][CH2:2][CH:3]1[CH2:7][CH2:6][N:5]([C:8]2[CH:13]=[CH:12][CH:11]=[C:10]([C:14]([F:17])([F:16])[F:15])[CH:9]=2)[C:4]1=[O:18].C(N(CC)CC)C.[CH3:26][S:27](Cl)(=[O:29])=[O:28].C([O-])(O)=O.[Na+], predict the reaction product. (7) The product is: [C:14]1([CH3:19])[CH:15]=[CH:16][CH:17]=[CH:18][C:13]=1[NH:1][C:2]1[C:11]2[C:6](=[CH:7][CH:8]=[CH:9][CH:10]=2)[CH:5]=[CH:4][CH:3]=1. Given the reactants [NH2:1][C:2]1[C:11]2[C:6](=[CH:7][CH:8]=[CH:9][CH:10]=2)[CH:5]=[CH:4][CH:3]=1.Br[C:13]1[CH:18]=[CH:17][CH:16]=[CH:15][C:14]=1[CH3:19].CC(C)([O-])C.[Na+], predict the reaction product.